Dataset: Forward reaction prediction with 1.9M reactions from USPTO patents (1976-2016). Task: Predict the product of the given reaction. (1) Given the reactants [CH2:1]([O:8][C:9]([N:11]1[CH2:16][CH2:15][CH:14]([CH2:17][NH:18][C:19]2[C:24]([Cl:25])=[C:23](SC)[N:22]=[C:21](SC)[N:20]=2)[CH2:13][CH2:12]1)=[O:10])[C:2]1[CH:7]=[CH:6][CH:5]=[CH:4][CH:3]=1.C(OCC)(=O)C.Cl, predict the reaction product. The product is: [CH2:1]([O:8][C:9]([N:11]1[CH2:12][CH2:13][CH:14]([CH2:17][NH:18][C:19]2[C:24]([Cl:25])=[CH:23][N:22]=[CH:21][N:20]=2)[CH2:15][CH2:16]1)=[O:10])[C:2]1[CH:3]=[CH:4][CH:5]=[CH:6][CH:7]=1. (2) The product is: [NH:1]([C:4]1[N:13]=[CH:12][CH:11]=[C:10]2[C:5]=1[CH:6]=[C:7]([C:32]1[CH:37]=[CH:36][CH:35]=[CH:34][CH:33]=1)[C:8]([C:14]1[CH:19]=[CH:18][C:17]([C:20]3([NH:24][C:25](=[O:31])[O:26][C:27]([CH3:30])([CH3:29])[CH3:28])[CH2:23][CH2:22][CH2:21]3)=[CH:16][CH:15]=1)=[N:9]2)[NH2:2]. Given the reactants [NH2:1][NH2:2].Cl[C:4]1[N:13]=[CH:12][CH:11]=[C:10]2[C:5]=1[CH:6]=[C:7]([C:32]1[CH:37]=[CH:36][CH:35]=[CH:34][CH:33]=1)[C:8]([C:14]1[CH:19]=[CH:18][C:17]([C:20]3([NH:24][C:25](=[O:31])[O:26][C:27]([CH3:30])([CH3:29])[CH3:28])[CH2:23][CH2:22][CH2:21]3)=[CH:16][CH:15]=1)=[N:9]2.C(OCC)(=O)C, predict the reaction product. (3) Given the reactants [CH2:1]([O:3][C:4](=[O:14])[C:5]([CH2:7][C:8]1[CH:13]=[CH:12][CH:11]=[CH:10][CH:9]=1)=[CH2:6])[CH3:2].[C:15]([O:19][C:20]([NH:22][CH:23]([PH:25](=[O:27])[OH:26])[CH3:24])=[O:21])([CH3:18])([CH3:17])[CH3:16], predict the reaction product. The product is: [CH2:1]([O:3][C:4](=[O:14])[CH:5]([CH2:7][C:8]1[CH:13]=[CH:12][CH:11]=[CH:10][CH:9]=1)[CH2:6][P:25]([CH:23]([NH:22][C:20]([O:19][C:15]([CH3:16])([CH3:18])[CH3:17])=[O:21])[CH3:24])([OH:27])=[O:26])[CH3:2]. (4) Given the reactants [C:1]([O:5][C:6]([NH:8][C@H:9]([CH2:13][O:14][CH3:15])[C:10]([OH:12])=O)=[O:7])([CH3:4])([CH3:3])[CH3:2].Cl.[NH:17]1[CH2:20][CH:19]([C:21]#[N:22])[CH2:18]1.CN(C(ON1N=NC2C=CC=NC1=2)=[N+](C)C)C.F[P-](F)(F)(F)(F)F.C(N(CC)C(C)C)(C)C, predict the reaction product. The product is: [C:1]([O:5][C:6](=[O:7])[NH:8][C@H:9]([CH2:13][O:14][CH3:15])[C:10]([N:17]1[CH2:20][CH:19]([C:21]#[N:22])[CH2:18]1)=[O:12])([CH3:2])([CH3:3])[CH3:4]. (5) Given the reactants [CH3:1][O:2][C:3]([C:5]1[CH:6]=[N:7][CH:8]=[C:9]([CH:13]=1)[C:10]([OH:12])=O)=[O:4].S(Cl)(Cl)=O.[Br:18][C:19]1[CH:35]=[CH:34][C:33]([F:36])=[CH:32][C:20]=1[O:21][CH:22]1[CH2:27][CH2:26][N:25]([C:28](=[N:30]O)[NH2:29])[CH2:24][CH2:23]1.C(N(CC)CC)C, predict the reaction product. The product is: [Br:18][C:19]1[CH:35]=[CH:34][C:33]([F:36])=[CH:32][C:20]=1[O:21][CH:22]1[CH2:27][CH2:26][N:25]([C:28]2[N:29]=[C:10]([C:9]3[CH:8]=[N:7][CH:6]=[C:5]([CH:13]=3)[C:3]([O:2][CH3:1])=[O:4])[O:12][N:30]=2)[CH2:24][CH2:23]1. (6) Given the reactants CS(C)=O.C(Cl)(=O)C(Cl)=O.[C:11](=[C:14]1[CH2:19][CH2:18][C:17]([CH2:20][OH:21])=[CH:16][CH2:15]1)([CH3:13])[CH3:12].C(N(CC)CC)C, predict the reaction product. The product is: [C:11](=[C:14]1[CH2:19][CH2:18][C:17]([CH:20]=[O:21])=[CH:16][CH2:15]1)([CH3:13])[CH3:12]. (7) Given the reactants [NH2:1][C:2]1[CH:9]=[CH:8][C:7]([Br:10])=[CH:6][C:3]=1[CH:4]=O.[Cl:11][C:12]1[CH:17]=[CH:16][C:15]([C:18]2[CH:23]=[CH:22][C:21]([O:24][CH3:25])=[CH:20][C:19]=2[C:26](=O)[CH3:27])=[CH:14][CH:13]=1.[OH-].[K+], predict the reaction product. The product is: [Br:10][C:7]1[CH:6]=[C:3]2[C:2](=[CH:9][CH:8]=1)[N:1]=[C:26]([C:19]1[CH:20]=[C:21]([O:24][CH3:25])[CH:22]=[CH:23][C:18]=1[C:15]1[CH:14]=[CH:13][C:12]([Cl:11])=[CH:17][CH:16]=1)[CH:27]=[CH:4]2. (8) The product is: [C:8]([C:7]1[CH:10]=[C:11]([N+:14]([O-:16])=[O:15])[CH:12]=[CH:13][C:6]=1[O:5][C:4]1[CH:17]=[CH:18][C:19]([F:20])=[C:2]([NH:1][C:23](=[O:24])[C:22]([F:33])([F:32])[F:21])[CH:3]=1)#[N:9]. Given the reactants [NH2:1][C:2]1[CH:3]=[C:4]([CH:17]=[CH:18][C:19]=1[F:20])[O:5][C:6]1[CH:13]=[CH:12][C:11]([N+:14]([O-:16])=[O:15])=[CH:10][C:7]=1[C:8]#[N:9].[F:21][C:22]([F:33])([F:32])[C:23](O[C:23](=[O:24])[C:22]([F:33])([F:32])[F:21])=[O:24], predict the reaction product.